Dataset: Catalyst prediction with 721,799 reactions and 888 catalyst types from USPTO. Task: Predict which catalyst facilitates the given reaction. (1) Reactant: C(O[C:5]1[CH:14]=[CH:13][C:8]([C:9]([NH:11]O)=[O:10])=[C:7]([C:15]2[CH:20]=[CH:19][CH:18]=[CH:17][CH:16]=2)[C:6]=1[O:21]C(=O)C)(=O)C.Cl. Product: [OH:21][C:6]1[C:7]([C:15]2[CH:20]=[CH:19][CH:18]=[CH:17][CH:16]=2)=[C:8]([CH:13]=[CH:14][CH:5]=1)[C:9]([NH2:11])=[O:10]. The catalyst class is: 500. (2) Reactant: [CH3:1][S:2][C:3]1[N:8]=[C:7]([C:9]2[CH:13]=[CH:12][NH:11][CH:10]=2)[CH:6]=[CH:5][N:4]=1.[H-].[Na+].[CH3:16][O:17][C:18](=[O:22])[CH2:19][CH2:20]Br. Product: [CH3:16][O:17][C:18](=[O:22])[CH2:19][CH2:20][N:11]1[CH:12]=[CH:13][C:9]([C:7]2[CH:6]=[CH:5][N:4]=[C:3]([S:2][CH3:1])[N:8]=2)=[CH:10]1. The catalyst class is: 1. (3) Reactant: [N+:1]([C:4]1[O:8][C:7]([C:9](Cl)=[O:10])=[CH:6][CH:5]=1)([O-:3])=[O:2].[CH3:12][N:13]1[CH2:18][CH2:17][N:16]([C:19]2[CH:20]=[C:21]([CH:24]=[CH:25][CH:26]=2)[C:22]#[N:23])[CH2:15][CH2:14]1.CCN(CC)CC. Product: [CH3:12][N:13]1[CH2:18][CH2:17][N:16]([C:19]2[CH:20]=[C:21]([CH:24]=[CH:25][CH:26]=2)[CH2:22][NH:23][C:9]([C:7]2[O:8][C:4]([N+:1]([O-:3])=[O:2])=[CH:5][CH:6]=2)=[O:10])[CH2:15][CH2:14]1. The catalyst class is: 2. (4) Reactant: Cl[C:2]1[N:7]=[C:6]2[N:8]([CH3:11])[N:9]=[CH:10][C:5]2=[C:4]([NH:12][C:13]2[CH:18]=[CH:17][CH:16]=[C:15]([O:19][CH3:20])[CH:14]=2)[N:3]=1.[NH:21]1[CH:25]=[C:24](B2OC(C)(C)C(C)(C)O2)[CH:23]=[N:22]1.O. Product: [CH3:20][O:19][C:15]1[CH:14]=[C:13]([NH:12][C:4]2[N:3]=[C:2]([C:24]3[CH:25]=[N:21][NH:22][CH:23]=3)[N:7]=[C:6]3[N:8]([CH3:11])[N:9]=[CH:10][C:5]=23)[CH:18]=[CH:17][CH:16]=1. The catalyst class is: 2. (5) Reactant: [OH:1][C:2]1[CH:11]=[C:10]([S:12][CH3:13])[CH:9]=[CH:8][C:3]=1[C:4]([O:6][CH3:7])=[O:5].[C:14]([N:21]1[CH2:26][CH2:25][CH:24](O)[CH2:23][CH2:22]1)([O:16][C:17]([CH3:20])([CH3:19])[CH3:18])=[O:15].C1(P(C2C=CC=CC=2)C2C=CC=CC=2)C=CC=CC=1.N(C(OCC)=O)=NC(OCC)=O. Product: [C:17]([O:16][C:14]([N:21]1[CH2:26][CH2:25][CH:24]([O:1][C:2]2[CH:11]=[C:10]([S:12][CH3:13])[CH:9]=[CH:8][C:3]=2[C:4]([O:6][CH3:7])=[O:5])[CH2:23][CH2:22]1)=[O:15])([CH3:20])([CH3:18])[CH3:19]. The catalyst class is: 1.